From a dataset of Full USPTO retrosynthesis dataset with 1.9M reactions from patents (1976-2016). Predict the reactants needed to synthesize the given product. (1) Given the product [Cl:1][C:2]1[CH:9]=[CH:8][CH:7]=[C:6]([F:10])[C:3]=1[C:4]([NH2:5])=[O:12], predict the reactants needed to synthesize it. The reactants are: [Cl:1][C:2]1[CH:9]=[CH:8][CH:7]=[C:6]([F:10])[C:3]=1[C:4]#[N:5].S(=O)(=O)(O)[OH:12]. (2) Given the product [Br:2][C:3]1[CH:4]=[C:5]([C:14]2[N:53]([C:51]3[CH:50]=[CH:49][CH:48]=[C:47]([Cl:46])[N:52]=3)[N:54]=[C:16]([C:17]([OH:19])=[O:18])[CH:15]=2)[CH:6]=[C:7]([O:9][C:10]([F:11])([F:12])[F:13])[CH:8]=1, predict the reactants needed to synthesize it. The reactants are: [Li].[Br:2][C:3]1[CH:4]=[C:5]([C:14]([O-])=[CH:15][C:16](=O)[C:17]([O:19]CC)=[O:18])[CH:6]=[C:7]([O:9][C:10]([F:13])([F:12])[F:11])[CH:8]=1.ClC1C=C(C2N(C3C=CC=CN=3)N=C(C(O)=O)C=2)C=C(F)C=1.[Cl:46][C:47]1[N:52]=[C:51]([NH:53][NH2:54])[CH:50]=[CH:49][CH:48]=1. (3) The reactants are: [C:1]([O:5][C:6]([N:8]1[CH2:13][CH2:12][N:11]([C:14]2[CH:19]=[CH:18][C:17](Br)=[CH:16][N:15]=2)[CH2:10][CH2:9]1)=[O:7])([CH3:4])([CH3:3])[CH3:2].P([O-])([O-])([O-])=O.[K+].[K+].[K+].[CH:29]1(B(O)O)[CH2:31][CH2:30]1.C(=O)([O-])O.[Na+]. Given the product [C:1]([O:5][C:6]([N:8]1[CH2:13][CH2:12][N:11]([C:14]2[CH:19]=[CH:18][C:17]([CH:29]3[CH2:31][CH2:30]3)=[CH:16][N:15]=2)[CH2:10][CH2:9]1)=[O:7])([CH3:4])([CH3:3])[CH3:2], predict the reactants needed to synthesize it.